Dataset: Peptide-MHC class II binding affinity with 134,281 pairs from IEDB. Task: Regression. Given a peptide amino acid sequence and an MHC pseudo amino acid sequence, predict their binding affinity value. This is MHC class II binding data. The MHC is DRB1_0404 with pseudo-sequence DRB1_0404. The binding affinity (normalized) is 0.123. The peptide sequence is PFVDVGVSALLLAAGCW.